Predict the product of the given reaction. From a dataset of Forward reaction prediction with 1.9M reactions from USPTO patents (1976-2016). (1) The product is: [CH3:16][CH:15]1[CH2:17][N:3]2[N:4]=[CH:5][N:6]=[C:2]2[NH:1][C:14]1=[O:18]. Given the reactants [NH2:1][C:2]1[N:6]=[CH:5][NH:4][N:3]=1.C(N(CC)CC)C.[C:14](Cl)(=[O:18])[C:15]([CH3:17])=[CH2:16], predict the reaction product. (2) Given the reactants [N:1]1[CH:6]=[CH:5][C:4]([C:7]2[C:11]3[CH2:12][N:13](C(OC(C)(C)C)=O)[CH2:14][CH2:15][C:10]=3[NH:9][N:8]=2)=[CH:3][CH:2]=1.[ClH:23], predict the reaction product. The product is: [ClH:23].[N:1]1[CH:2]=[CH:3][C:4]([C:7]2[C:11]3[CH2:12][NH:13][CH2:14][CH2:15][C:10]=3[NH:9][N:8]=2)=[CH:5][CH:6]=1.